Dataset: Peptide-MHC class I binding affinity with 185,985 pairs from IEDB/IMGT. Task: Regression. Given a peptide amino acid sequence and an MHC pseudo amino acid sequence, predict their binding affinity value. This is MHC class I binding data. (1) The peptide sequence is KAFPSNMMV. The MHC is HLA-C15:02 with pseudo-sequence HLA-C15:02. The binding affinity (normalized) is 0.655. (2) The peptide sequence is QMRTPLHKY. The MHC is HLA-A33:01 with pseudo-sequence HLA-A33:01. The binding affinity (normalized) is 0. (3) The peptide sequence is SGSCLNNEK. The MHC is HLA-A68:01 with pseudo-sequence HLA-A68:01. The binding affinity (normalized) is 0.374. (4) The peptide sequence is SELPDFACS. The MHC is HLA-B44:02 with pseudo-sequence HLA-B44:02. The binding affinity (normalized) is 0.327. (5) The peptide sequence is QVIFKCVPK. The MHC is HLA-B58:01 with pseudo-sequence HLA-B58:01. The binding affinity (normalized) is 0.286.